From a dataset of Forward reaction prediction with 1.9M reactions from USPTO patents (1976-2016). Predict the product of the given reaction. (1) The product is: [Si:10]([O:24][C@@H:25]([C:39]1[S:40][CH:41]=[CH:42][N:43]=1)[C@H:26]1[CH2:31][CH2:30][CH2:29][N:28]([C:32]([O:34][C:35]([CH3:38])([CH3:36])[CH3:37])=[O:33])[CH2:27]1)([C:6]([CH3:9])([CH3:8])[CH3:7])([C:18]1[CH:23]=[CH:22][CH:21]=[CH:20][CH:19]=1)[C:12]1[CH:17]=[CH:16][CH:15]=[CH:14][CH:13]=1.[Si:10]([O:24][C@H:25]([C:39]1[S:40][CH:41]=[CH:42][N:43]=1)[C@H:26]1[CH2:31][CH2:30][CH2:29][N:28]([C:32]([O:34][C:35]([CH3:38])([CH3:36])[CH3:37])=[O:33])[CH2:27]1)([C:6]([CH3:9])([CH3:8])[CH3:7])([C:18]1[CH:23]=[CH:22][CH:21]=[CH:20][CH:19]=1)[C:12]1[CH:17]=[CH:16][CH:15]=[CH:14][CH:13]=1. Given the reactants N1C=CN=C1.[C:6]([Si:10]([C:18]1[CH:23]=[CH:22][CH:21]=[CH:20][CH:19]=1)([C:12]1[CH:17]=[CH:16][CH:15]=[CH:14][CH:13]=1)Cl)([CH3:9])([CH3:8])[CH3:7].[OH:24][CH:25]([C:39]1[S:40][CH:41]=[CH:42][N:43]=1)[C@H:26]1[CH2:31][CH2:30][CH2:29][N:28]([C:32]([O:34][C:35]([CH3:38])([CH3:37])[CH3:36])=[O:33])[CH2:27]1, predict the reaction product. (2) Given the reactants [C:1]([O:5][C:6]([N:8]1[CH2:13][CH2:12][C:11]([O:27][Si:28]([C:31]([CH3:34])([CH3:33])[CH3:32])([CH3:30])[CH3:29])([C:14]2[NH:15][CH:16]=[C:17]([C:19]3[CH:24]=[CH:23][C:22]([F:25])=[C:21]([CH3:26])[CH:20]=3)[N:18]=2)[CH2:10][CH2:9]1)=[O:7])([CH3:4])([CH3:3])[CH3:2].[H-].[Na+].Br[CH2:38][CH2:39][O:40][CH:41]1[CH2:46][CH2:45][CH2:44][CH2:43][O:42]1.O, predict the reaction product. The product is: [C:1]([O:5][C:6]([N:8]1[CH2:9][CH2:10][C:11]([O:27][Si:28]([C:31]([CH3:34])([CH3:33])[CH3:32])([CH3:30])[CH3:29])([C:14]2[N:15]([CH2:38][CH2:39][O:40][CH:41]3[CH2:46][CH2:45][CH2:44][CH2:43][O:42]3)[CH:16]=[C:17]([C:19]3[CH:24]=[CH:23][C:22]([F:25])=[C:21]([CH3:26])[CH:20]=3)[N:18]=2)[CH2:12][CH2:13]1)=[O:7])([CH3:4])([CH3:3])[CH3:2]. (3) Given the reactants Cl.OC1CNC1.C(O[BH-](OC(=O)C)OC(=O)C)(=O)C.[Na+].C(O)(=O)C.[CH:25]([C:27]1[CH:28]=[C:29]([CH:33]=[C:34]([S:36]([F:41])([F:40])([F:39])([F:38])[F:37])[CH:35]=1)[C:30]([OH:32])=[O:31])=[O:26], predict the reaction product. The product is: [OH:26][CH2:25][C:27]1[CH:28]=[C:29]([CH:33]=[C:34]([S:36]([F:41])([F:37])([F:38])([F:39])[F:40])[CH:35]=1)[C:30]([OH:32])=[O:31]. (4) Given the reactants [Br:1][C:2]1[CH:3]=[C:4]([N+:10]([O-:12])=[O:11])[C:5]([C:8]#[N:9])=[N:6][CH:7]=1.[OH2:13], predict the reaction product. The product is: [Br:1][C:2]1[CH:3]=[C:4]([N+:10]([O-:12])=[O:11])[C:5]([C:8]([NH2:9])=[O:13])=[N:6][CH:7]=1. (5) Given the reactants [C:1]([O:5][C:6]([NH:8][C:9]1[CH:10]=[CH:11][C:12]([C:15](=[O:24])[CH2:16][C:17](=O)[C:18]([O:20][CH2:21][CH3:22])=[O:19])=[N:13][CH:14]=1)=[O:7])([CH3:4])([CH3:3])[CH3:2].[NH:25]([C:27]1[CH:28]=[N:29][CH:30]=[CH:31][CH:32]=1)[NH2:26], predict the reaction product. The product is: [C:1]([O:5][C:6]([NH:8][C:9]1[CH:10]=[CH:11][C:12]([C:15]2([OH:24])[N:25]([C:27]3[CH:28]=[N:29][CH:30]=[CH:31][CH:32]=3)[N:26]=[C:17]([C:18]([O:20][CH2:21][CH3:22])=[O:19])[CH2:16]2)=[N:13][CH:14]=1)=[O:7])([CH3:4])([CH3:3])[CH3:2]. (6) Given the reactants [CH2:1]([O:8][C@@H:9]1[C@@H:14]([O:15][CH2:16][C:17]2[CH:22]=[CH:21][CH:20]=[CH:19][CH:18]=2)[C@H:13]([O:23][CH2:24][C:25]2[CH:30]=[CH:29][CH:28]=[CH:27][CH:26]=2)[C@@H:12]([CH2:31][O:32][CH2:33][C:34]2[CH:39]=[CH:38][CH:37]=[CH:36][CH:35]=2)[O:11][C@:10]21[C:43]1[CH:44]=[C:45]([CH2:49][C:50]3[CH:55]=[CH:54][C:53]([CH2:56][CH3:57])=[CH:52][CH:51]=3)[C:46]([Cl:48])=[CH:47][C:42]=1[O:41][C@H:40]2[OH:58])[C:2]1[CH:7]=[CH:6][CH:5]=[CH:4][CH:3]=1.[BH4-].[Na+], predict the reaction product. The product is: [Cl:48][C:46]1[C:45]([CH2:49][C:50]2[CH:55]=[CH:54][C:53]([CH2:56][CH3:57])=[CH:52][CH:51]=2)=[CH:44][C:43]([C@@:10]2([CH2:40][OH:58])[C@H:9]([O:8][CH2:1][C:2]3[CH:7]=[CH:6][CH:5]=[CH:4][CH:3]=3)[C@@H:14]([O:15][CH2:16][C:17]3[CH:22]=[CH:21][CH:20]=[CH:19][CH:18]=3)[C@H:13]([O:23][CH2:24][C:25]3[CH:30]=[CH:29][CH:28]=[CH:27][CH:26]=3)[C@@H:12]([CH2:31][O:32][CH2:33][C:34]3[CH:35]=[CH:36][CH:37]=[CH:38][CH:39]=3)[O:11]2)=[C:42]([OH:41])[CH:47]=1. (7) Given the reactants [C:1]1([S:7]([C:10]2[C@@H:11]([OH:35])[C@@H:12]([O:27][Si:28]([C:31]([CH3:34])([CH3:33])[CH3:32])([CH3:30])[CH3:29])[C@H:13]([CH3:26])[C@H:14]([O:18][Si:19]([C:22]([CH3:25])([CH3:24])[CH3:23])([CH3:21])[CH3:20])[C@@H:15]([CH3:17])[CH:16]=2)(=[O:9])=[O:8])[CH:6]=[CH:5][CH:4]=[CH:3][CH:2]=1.[CH3:36]I.[OH-].[K+].O, predict the reaction product. The product is: [C:1]1([S:7]([C:10]2[C@@H:11]([O:35][CH3:36])[C@@H:12]([O:27][Si:28]([C:31]([CH3:33])([CH3:32])[CH3:34])([CH3:29])[CH3:30])[C@H:13]([CH3:26])[C@H:14]([O:18][Si:19]([C:22]([CH3:24])([CH3:25])[CH3:23])([CH3:21])[CH3:20])[C@@H:15]([CH3:17])[CH:16]=2)(=[O:8])=[O:9])[CH:2]=[CH:3][CH:4]=[CH:5][CH:6]=1. (8) Given the reactants [Cl:1][C:2]1[CH:7]=[C:6]([F:8])[CH:5]=[CH:4][C:3]=1[N:9]1[C:13]2[CH:14]=[CH:15][CH:16]=[CH:17][C:12]=2[NH:11][S:10]1(=[O:19])=[O:18].C1(P(C2C=CC=CC=2)C2C=CC=CC=2)C=CC=CC=1.[Br:39][CH2:40][CH2:41][CH2:42]O.CC(OC(/N=N/C(OC(C)C)=O)=O)C, predict the reaction product. The product is: [Br:39][CH2:40][CH2:41][CH2:42][N:11]1[C:12]2[CH:17]=[CH:16][CH:15]=[CH:14][C:13]=2[N:9]([C:3]2[CH:4]=[CH:5][C:6]([F:8])=[CH:7][C:2]=2[Cl:1])[S:10]1(=[O:18])=[O:19]. (9) Given the reactants [CH3:1][NH2:2].[O:3]1[C:7]2[CH:8]=[CH:9][C:10]([N:12]3[C:20]4[C:19]5[CH:21]=[C:22]([NH:25][C:26]([C:28]6[C:33]([Cl:34])=[CH:32][CH:31]=[C:30](Cl)[N:29]=6)=[O:27])[CH:23]=[CH:24][C:18]=5[CH2:17][CH2:16][C:15]=4[C:14]([C:36]([NH2:38])=[O:37])=[N:13]3)=[CH:11][C:6]=2[O:5][CH2:4]1, predict the reaction product. The product is: [O:3]1[C:7]2[CH:8]=[CH:9][C:10]([N:12]3[C:20]4[C:19]5[CH:21]=[C:22]([NH:25][C:26]([C:28]6[C:33]([Cl:34])=[CH:32][CH:31]=[C:30]([NH:2][CH3:1])[N:29]=6)=[O:27])[CH:23]=[CH:24][C:18]=5[CH2:17][CH2:16][C:15]=4[C:14]([C:36]([NH2:38])=[O:37])=[N:13]3)=[CH:11][C:6]=2[O:5][CH2:4]1. (10) The product is: [CH3:16][O:18][C:19]1[CH:24]=[CH:23][C:22]([C:2]2[CH:9]=[CH:8][CH:7]=[CH:6][C:3]=2[C:4]#[N:5])=[CH:21][C:20]=1[CH:10]=[O:13]. Given the reactants Br[C:2]1[CH:9]=[CH:8][CH:7]=[CH:6][C:3]=1[C:4]#[N:5].[C:10](=[O:13])([O-])[O-].[Na+].[Na+].[CH2:16]([OH:18])C.[C:19]1(C)[CH:24]=[CH:23][CH:22]=[CH:21][CH:20]=1, predict the reaction product.